This data is from Full USPTO retrosynthesis dataset with 1.9M reactions from patents (1976-2016). The task is: Predict the reactants needed to synthesize the given product. (1) Given the product [CH3:1][O:2][C:3]([C:4]1[CH:9]=[CH:8][C:7]2[N:10]([CH:11]3[CH2:14][CH2:13][CH2:12]3)[C:17](=[O:18])[NH:15][C:6]=2[CH:5]=1)=[O:16], predict the reactants needed to synthesize it. The reactants are: [CH3:1][O:2][C:3](=[O:16])[C:4]1[CH:9]=[CH:8][C:7]([NH:10][CH:11]2[CH2:14][CH2:13][CH2:12]2)=[C:6]([NH2:15])[CH:5]=1.[C:17](Cl)(Cl)=[O:18]. (2) Given the product [Cl:26][C:23]1[CH:24]=[CH:25][C:20]([C:18]([NH:17][CH:13]([CH2:12][C:7]2[C:5]3[C:4](=[CH:3][CH:2]=[CH:1][CH:6]=3)[NH:11][C:9](=[O:10])[CH:8]=2)[C:14]([O:16][CH2:33][CH:27]2[CH2:32][CH2:31][CH2:30][CH2:29][CH2:28]2)=[O:15])=[O:19])=[CH:21][CH:22]=1, predict the reactants needed to synthesize it. The reactants are: [CH:1]1[CH:2]=[CH:3][C:4]2[NH:11][C:9](=[O:10])[CH:8]=[C:7]([CH2:12][CH:13]([NH:17][C:18]([C:20]3[CH:21]=[CH:22][C:23]([Cl:26])=[CH:24][CH:25]=3)=[O:19])[C:14]([OH:16])=[O:15])[C:5]=2[CH:6]=1.[CH:27]1([CH2:33]O)[CH2:32][CH2:31][CH2:30][CH2:29][CH2:28]1. (3) Given the product [CH2:11]([O:1][C:2]1[CH:3]=[C:4]2[C:8](=[CH:9][CH:10]=1)[NH:7][CH:6]=[CH:5]2)[C:12]1[CH:17]=[CH:16][CH:15]=[CH:14][CH:13]=1, predict the reactants needed to synthesize it. The reactants are: [OH:1][C:2]1[CH:3]=[C:4]2[C:8](=[CH:9][CH:10]=1)[NH:7][CH:6]=[CH:5]2.[CH2:11](Br)[C:12]1[CH:17]=[CH:16][CH:15]=[CH:14][CH:13]=1.C([O-])([O-])=O.[Cs+].[Cs+].C1OCCOCCOCCOCCOCCOC1.Cl.